From a dataset of Catalyst prediction with 721,799 reactions and 888 catalyst types from USPTO. Predict which catalyst facilitates the given reaction. (1) Reactant: [H-].[K+].[CH3:3][C:4]1[C:5]([CH2:16][Si](C)(C)C)(O)[C:6]([CH3:14])([CH3:13])[CH2:7][CH:8]2[C:12]=1[O:11][CH2:10][O:9]2.O. Product: [CH3:3][C:4]1[C:5](=[CH2:16])[C:6]([CH3:14])([CH3:13])[CH2:7][CH:8]2[C:12]=1[O:11][CH2:10][O:9]2. The catalyst class is: 7. (2) Reactant: [C:1]1([CH2:7][C:8](=O)[CH3:9])[CH:6]=[CH:5][CH:4]=[CH:3][CH:2]=1.C(O[C:14](=[O:18])[CH2:15][C:16]#[N:17])C.C(O)(=O)C.C([O-])(=O)C.[NH4+].C(N)(=O)C. Product: [OH:18][C:14]1[C:6]2[C:1](=[CH:2][CH:3]=[CH:4][CH:5]=2)[CH:7]=[C:8]([CH3:9])[C:15]=1[C:16]#[N:17]. The catalyst class is: 48. (3) Reactant: [CH3:1][C:2]([C:5]#[C:6]/[CH:7]=[CH:8]/[CH2:9][N:10]([CH2:12][C:13]1[CH:14]=[CH:15][CH:16]=[C:17]2[CH:22]=[CH:21][CH:20]=[CH:19][C:18]=12)[CH3:11])([CH3:4])[CH3:3].[ClH:23]. Product: [CH3:4][C:2]([C:5]#[C:6]/[CH:7]=[CH:8]/[CH2:9][N:10]([CH2:12][C:13]1[CH:14]=[CH:15][CH:16]=[C:17]2[CH:22]=[CH:21][CH:20]=[CH:19][C:18]=12)[CH3:11])([CH3:1])[CH3:3].[ClH:23]. The catalyst class is: 21. (4) Reactant: Br[CH2:2][C:3]1[CH:8]=[C:7]([F:9])[CH:6]=[CH:5][C:4]=1[C:10]([CH3:20])([CH3:19])[CH2:11][C@:12]1([C:15]([F:18])([F:17])[F:16])[CH2:14][O:13]1.[C:21]([O-:24])(=[O:23])[CH3:22].[Na+].C(=O)(O)[O-].[Na+]. Product: [CH3:19][C:10]([C:4]1[CH:5]=[CH:6][C:7]([F:9])=[CH:8][C:3]=1[CH2:2][O:24][C:21](=[O:23])[CH3:22])([CH3:20])[CH2:11][C@:12]1([C:15]([F:18])([F:17])[F:16])[CH2:14][O:13]1. The catalyst class is: 3. (5) Reactant: Br[C:2]1[CH:3]=[C:4]2[CH:10]=[CH:9][N:8]([S:11]([C:14]3[CH:19]=[CH:18][C:17]([CH3:20])=[CH:16][CH:15]=3)(=[O:13])=[O:12])[C:5]2=[N:6][CH:7]=1.[CH2:21](OB(C=C)OCCCC)[CH2:22]CC.C(=O)([O-])[O-].[K+].[K+].O. Product: [C:17]1([CH3:20])[CH:18]=[CH:19][C:14]([S:11]([N:8]2[C:5]3=[N:6][CH:7]=[C:2]([CH:21]=[CH2:22])[CH:3]=[C:4]3[CH:10]=[CH:9]2)(=[O:13])=[O:12])=[CH:15][CH:16]=1. The catalyst class is: 104. (6) Reactant: C[Si](C)(C)[N-][Si](C)(C)C.[Li+].S([CH2:21][N+:22]#[C-:23])(C1C=CC(C)=CC=1)(=O)=O.[C:24]([O:34][CH2:35][CH3:36])(=[O:33])/[CH:25]=[CH:26]/[C:27]1[CH:32]=[CH:31][CH:30]=[CH:29][CH:28]=1. Product: [C:24]([C:25]1[C:26]([C:27]2[CH:28]=[CH:29][CH:30]=[CH:31][CH:32]=2)=[CH:23][NH:22][CH:21]=1)([O:34][CH2:35][CH3:36])=[O:33]. The catalyst class is: 56. (7) Reactant: [Li+].[OH-].C[O:4][C:5](=[O:25])[C:6]1[CH:11]=[CH:10][C:9]([N:12]2[CH2:16][CH2:15][N:14]([C:17]3[CH:18]=[N:19][CH:20]=[CH:21][C:22]=3[CH3:23])[C:13]2=[O:24])=[CH:8][CH:7]=1.O.CO. Product: [CH3:23][C:22]1[CH:21]=[CH:20][N:19]=[CH:18][C:17]=1[N:14]1[CH2:15][CH2:16][N:12]([C:9]2[CH:10]=[CH:11][C:6]([C:5]([OH:25])=[O:4])=[CH:7][CH:8]=2)[C:13]1=[O:24]. The catalyst class is: 76. (8) Reactant: [CH3:1][C:2]1[C:7]([C:8]2[C:12]([CH2:13][O:14][C:15]3[CH:20]=[CH:19][C:18]([C:21]4[CH:22]=[C:23]5[C:28](=[CH:29][CH:30]=4)[N:27]=[C:26]([C:31]([O:33]C)=[O:32])[CH:25]=[CH:24]5)=[CH:17][CH:16]=3)=[C:11]([CH:35]([CH3:37])[CH3:36])[O:10][N:9]=2)=[C:6]([CH3:38])[CH:5]=[CH:4][N:3]=1.CO.[OH-].[Na+].Cl. Product: [CH3:1][C:2]1[C:7]([C:8]2[C:12]([CH2:13][O:14][C:15]3[CH:20]=[CH:19][C:18]([C:21]4[CH:22]=[C:23]5[C:28](=[CH:29][CH:30]=4)[N:27]=[C:26]([C:31]([OH:33])=[O:32])[CH:25]=[CH:24]5)=[CH:17][CH:16]=3)=[C:11]([CH:35]([CH3:36])[CH3:37])[O:10][N:9]=2)=[C:6]([CH3:38])[CH:5]=[CH:4][N:3]=1. The catalyst class is: 1. (9) Reactant: [H-].[Al+3].[Li+].[H-].[H-].[H-].[CH2:7]([C:9]1[CH:32]=[CH:31][CH:30]=[C:29]([CH3:33])[C:10]=1[CH2:11][NH:12][C:13]1[C:14]2[N:15]([C:24]([CH3:28])=[C:25]([CH3:27])[N:26]=2)[CH:16]=[C:17]([C:19](OCC)=[O:20])[N:18]=1)[CH3:8].[OH-].[Na+].S([O-])([O-])(=O)=O.[Mg+2]. Product: [CH2:7]([C:9]1[CH:32]=[CH:31][CH:30]=[C:29]([CH3:33])[C:10]=1[CH2:11][NH:12][C:13]1[C:14]2[N:15]([C:24]([CH3:28])=[C:25]([CH3:27])[N:26]=2)[CH:16]=[C:17]([CH2:19][OH:20])[N:18]=1)[CH3:8]. The catalyst class is: 30. (10) Reactant: [CH3:1][S-:2].[Na+].[Cl:4][C:5]1[CH:10]=[C:9]([S:11]([C:14]2[CH:19]=[CH:18][CH:17]=[CH:16][C:15]=2F)(=[O:13])=[O:12])[CH:8]=[CH:7][C:6]=1[NH:21][C:22](=[O:30])[C@:23]([OH:29])([CH3:28])[C:24]([F:27])([F:26])[F:25].[Cl-].[NH4+]. Product: [Cl:4][C:5]1[CH:10]=[C:9]([S:11]([C:14]2[CH:19]=[CH:18][CH:17]=[CH:16][C:15]=2[S:2][CH3:1])(=[O:13])=[O:12])[CH:8]=[CH:7][C:6]=1[NH:21][C:22](=[O:30])[C@:23]([OH:29])([CH3:28])[C:24]([F:27])([F:26])[F:25]. The catalyst class is: 37.